From a dataset of NCI-60 drug combinations with 297,098 pairs across 59 cell lines. Regression. Given two drug SMILES strings and cell line genomic features, predict the synergy score measuring deviation from expected non-interaction effect. Drug 1: C1=CC(=CC=C1CCCC(=O)O)N(CCCl)CCCl. Drug 2: C1=CC=C(C=C1)NC(=O)CCCCCCC(=O)NO. Cell line: RXF 393. Synergy scores: CSS=35.7, Synergy_ZIP=7.51, Synergy_Bliss=14.9, Synergy_Loewe=13.7, Synergy_HSA=16.2.